From a dataset of Forward reaction prediction with 1.9M reactions from USPTO patents (1976-2016). Predict the product of the given reaction. (1) Given the reactants [C:1]1([C:7](=O)[CH2:8][C:9]2[CH:14]=[CH:13][CH:12]=[CH:11][CH:10]=2)[CH:6]=[CH:5][CH:4]=[CH:3][CH:2]=1.O([C:18](C)(C)C)[K].[C:22](=[S:24])=S.IC.O.[NH2:28][NH2:29], predict the reaction product. The product is: [CH3:18][S:24][C:22]1[NH:29][N:28]=[C:8]([C:9]2[CH:14]=[CH:13][CH:12]=[CH:11][CH:10]=2)[C:7]=1[C:1]1[CH:6]=[CH:5][CH:4]=[CH:3][CH:2]=1. (2) Given the reactants [Cl:1][C:2]1[CH:7]=[C:6]([C:8]2[CH:9]=[C:10]([CH:18]=[CH:19][CH:20]=2)[O:11][CH2:12][CH:13]([OH:17])[CH2:14][NH:15][CH3:16])[N:5]=[C:4]2[N:21]([CH:24]([CH3:26])[CH3:25])[N:22]=[CH:23][C:3]=12.CCN(CC)CC.[CH3:46][C:45]([O:44][C:42](O[C:42]([O:44][C:45]([CH3:48])([CH3:47])[CH3:46])=[O:43])=[O:43])([CH3:48])[CH3:47], predict the reaction product. The product is: [Cl:1][C:2]1[CH:7]=[C:6]([C:8]2[CH:9]=[C:10]([CH:18]=[CH:19][CH:20]=2)[O:11][CH2:12][CH:13]([OH:17])[CH2:14][N:15]([CH3:16])[C:42](=[O:43])[O:44][C:45]([CH3:46])([CH3:47])[CH3:48])[N:5]=[C:4]2[N:21]([CH:24]([CH3:26])[CH3:25])[N:22]=[CH:23][C:3]=12. (3) Given the reactants [CH3:1][N:2]1[CH2:7][CH2:6][N:5]([S:8]([C:11]2[CH:16]=[CH:15][C:14]([NH2:17])=[CH:13][CH:12]=2)(=[O:10])=[O:9])[CH2:4][CH2:3]1.[CH3:18][O:19][NH:20][C:21]([C:23]1[C:24](=[O:46])[C:25]2[CH:30]=[N:29][C:28](S(C)(=O)=O)=[N:27][C:26]=2[N:35]([C:37]2[CH:38]=[C:39]3[C:43](=[CH:44][CH:45]=2)[CH2:42][CH2:41][CH2:40]3)[CH:36]=1)=[O:22], predict the reaction product. The product is: [CH3:18][O:19][NH:20][C:21]([C:23]1[C:24](=[O:46])[C:25]2[CH:30]=[N:29][C:28]([NH:17][C:14]3[CH:15]=[CH:16][C:11]([S:8]([N:5]4[CH2:6][CH2:7][N:2]([CH3:1])[CH2:3][CH2:4]4)(=[O:10])=[O:9])=[CH:12][CH:13]=3)=[N:27][C:26]=2[N:35]([C:37]2[CH:38]=[C:39]3[C:43](=[CH:44][CH:45]=2)[CH2:42][CH2:41][CH2:40]3)[CH:36]=1)=[O:22]. (4) Given the reactants Br[C:2]1[C:7]2[CH:8]=[C:9]([C:11](=[O:13])[CH3:12])[O:10][C:6]=2[C:5]([O:14][CH:15]([C:17]2[CH:22]=[CH:21][CH:20]=[CH:19][CH:18]=2)[CH3:16])=[CH:4][CH:3]=1.[CH2:23]([N:25]([CH2:31][CH3:32])[C:26](=[O:30])/[CH:27]=[CH:28]/[CH3:29])[CH3:24].C1(C)C=CC=CC=1P(C1C=CC=CC=1C)C1C=CC=CC=1C.Cl, predict the reaction product. The product is: [C:11]([C:9]1[O:10][C:6]2[C:5]([O:14][CH:15]([C:17]3[CH:22]=[CH:21][CH:20]=[CH:19][CH:18]=3)[CH3:16])=[CH:4][CH:3]=[C:2](/[C:28](/[CH3:29])=[CH:27]/[C:26]([N:25]([CH2:31][CH3:32])[CH2:23][CH3:24])=[O:30])[C:7]=2[CH:8]=1)(=[O:13])[CH3:12]. (5) Given the reactants [CH3:1][O:2][C:3]1[CH:4]=[C:5]2[C:10](=[CH:11][C:12]=1[O:13][CH3:14])[N:9]=[C:8]([CH:15]1[CH2:20][CH2:19]C(C)C[CH2:16]1)[N:7]=[C:6]2[N:22]1[CH2:27][CH2:26][N:25]([C:28]2[CH:33]=[CH:32][CH:31]=[CH:30][C:29]=2[O:34][CH3:35])[CH2:24][CH2:23]1.CC1(C(O)=O)CC1, predict the reaction product. The product is: [CH3:1][O:2][C:3]1[CH:4]=[C:5]2[C:10](=[CH:11][C:12]=1[O:13][CH3:14])[N:9]=[C:8]([C:15]1([CH3:16])[CH2:19][CH2:20]1)[N:7]=[C:6]2[N:22]1[CH2:27][CH2:26][N:25]([C:28]2[CH:33]=[CH:32][CH:31]=[CH:30][C:29]=2[O:34][CH3:35])[CH2:24][CH2:23]1. (6) Given the reactants [C:1]([O:5][C:6]([N:8]1[CH2:12]C=[C:10](COC(=O)C)[CH2:9]1)=[O:7])([CH3:4])([CH3:3])[CH3:2].C(OC(N1CC=C(CO)C1)=O)(C)(C)C.[C:32]([O:35][C:36](=O)[CH3:37])(=[O:34])[CH3:33], predict the reaction product. The product is: [C:1]([O:5][C:6]([N:8]1[CH2:12][CH:37]=[C:36]([O:35][C:32](=[O:34])[CH3:33])[CH:9]1[CH3:10])=[O:7])([CH3:4])([CH3:3])[CH3:2]. (7) Given the reactants [CH2:1]([C:5]1[N:9]([C:10]2[N:15]=[C:14]([O:16][C:17]3C=CC=C[CH:18]=3)[C:13]([CH3:23])=[CH:12][N:11]=2)[N:8]=[CH:7][C:6]=1[C:24]([NH:26][CH2:27][C:28]1[N:32]([CH3:33])[CH:31]=[N:30][CH:29]=1)=[O:25])[CH2:2][CH2:3][CH3:4], predict the reaction product. The product is: [CH2:1]([C:5]1[N:9]([C:10]2[N:15]=[C:14]([O:16][CH2:17][CH3:18])[C:13]([CH3:23])=[CH:12][N:11]=2)[N:8]=[CH:7][C:6]=1[C:24]([NH:26][CH2:27][C:28]1[N:32]([CH3:33])[CH:31]=[N:30][CH:29]=1)=[O:25])[CH2:2][CH2:3][CH3:4]. (8) Given the reactants [Cl:1][C:2]1[CH:7]=[C:6]([O:8][CH:9]2[CH2:13][CH2:12][CH2:11][CH2:10]2)[N+:5]([O-])=[C:4]2[CH2:15][CH2:16][CH2:17][C:3]=12.P(Cl)(Cl)Cl, predict the reaction product. The product is: [Cl:1][C:2]1[CH:7]=[C:6]([O:8][CH:9]2[CH2:13][CH2:12][CH2:11][CH2:10]2)[N:5]=[C:4]2[CH2:15][CH2:16][CH2:17][C:3]=12. (9) The product is: [ClH:56].[CH2:1]([C:5]1([N:53]([CH3:54])[CH3:55])[CH2:6][CH2:7][C:8]([C:11]2[NH:12][C:13]3[C:18]([C:19]=2[CH2:20][CH2:21][N:22]2[CH2:31][CH2:30][C:29]4[C:24](=[CH:25][CH:26]=[CH:27][CH:28]=4)[CH2:23]2)=[CH:17][CH:16]=[CH:15][CH:14]=3)([C:32]2[NH:33][C:34]3[C:39]([C:40]=2[CH2:41][CH2:42][N:43]2[CH2:52][CH2:51][C:50]4[C:45](=[CH:46][CH:47]=[CH:48][CH:49]=4)[CH2:44]2)=[CH:38][CH:37]=[CH:36][CH:35]=3)[CH2:9][CH2:10]1)[CH2:2][CH2:3][CH3:4]. Given the reactants [CH2:1]([C:5]1([N:53]([CH3:55])[CH3:54])[CH2:10][CH2:9][C:8]([C:32]2[NH:33][C:34]3[C:39]([C:40]=2[CH2:41][CH2:42][N:43]2[CH2:52][CH2:51][C:50]4[C:45](=[CH:46][CH:47]=[CH:48][CH:49]=4)[CH2:44]2)=[CH:38][CH:37]=[CH:36][CH:35]=3)([C:11]2[NH:12][C:13]3[C:18]([C:19]=2[CH2:20][CH2:21][N:22]2[CH2:31][CH2:30][C:29]4[C:24](=[CH:25][CH:26]=[CH:27][CH:28]=4)[CH2:23]2)=[CH:17][CH:16]=[CH:15][CH:14]=3)[CH2:7][CH2:6]1)[CH2:2][CH2:3][CH3:4].[Cl:56][Si](C)(C)C, predict the reaction product.